From a dataset of Full USPTO retrosynthesis dataset with 1.9M reactions from patents (1976-2016). Predict the reactants needed to synthesize the given product. Given the product [C:46]([O:45][C:43]([NH:50][CH2:51][C:52]([O:25][C:22]1([CH2:21][CH2:20][O:19][C:15]2[CH:14]=[C:13]3[C:18]([C:9]([O:8][C:7]4[CH:6]=[CH:5][C:4]([NH:26][C:27]([C:29]5[C:30](=[O:42])[N:31]([C:36]6[CH:37]=[CH:38][CH:39]=[CH:40][CH:41]=6)[N:32]([CH3:35])[C:33]=5[CH3:34])=[O:28])=[CH:3][C:2]=4[F:1])=[CH:10][CH:11]=[N:12]3)=[CH:17][CH:16]=2)[CH2:23][CH2:24]1)=[O:53])=[O:44])([CH3:49])([CH3:48])[CH3:47], predict the reactants needed to synthesize it. The reactants are: [F:1][C:2]1[CH:3]=[C:4]([NH:26][C:27]([C:29]2[C:30](=[O:42])[N:31]([C:36]3[CH:41]=[CH:40][CH:39]=[CH:38][CH:37]=3)[N:32]([CH3:35])[C:33]=2[CH3:34])=[O:28])[CH:5]=[CH:6][C:7]=1[O:8][C:9]1[C:18]2[C:13](=[CH:14][C:15]([O:19][CH2:20][CH2:21][C:22]3([OH:25])[CH2:24][CH2:23]3)=[CH:16][CH:17]=2)[N:12]=[CH:11][CH:10]=1.[C:43]([NH:50][CH2:51][C:52](O)=[O:53])([O:45][C:46]([CH3:49])([CH3:48])[CH3:47])=[O:44].C1CCC(N=C=NC2CCCCC2)CC1.